This data is from Forward reaction prediction with 1.9M reactions from USPTO patents (1976-2016). The task is: Predict the product of the given reaction. (1) Given the reactants [Br:1][C:2]1[C:3]([CH3:9])=[N:4][C:5](Cl)=[N:6][CH:7]=1.[C@@H:10]12[CH2:15][C@@H:14]1[CH2:13][NH:12][CH:11]2[C:16]([OH:18])=[O:17].CCN(CC)CC, predict the reaction product. The product is: [Br:1][C:2]1[C:3]([CH3:9])=[N:4][C:5]([N:12]2[CH2:13][C@@H:14]3[C@@H:10]([CH2:15]3)[CH:11]2[C:16]([OH:18])=[O:17])=[N:6][CH:7]=1. (2) Given the reactants [Br:1]N1C(=O)CCC1=O.[F:9][C:10]([F:29])([F:28])[C:11]1[CH:16]=[CH:15][C:14]([C:17]2[CH:18]=[C:19]3[C:24](=[CH:25][CH:26]=2)[NH:23][C:22](=[O:27])[CH2:21][CH2:20]3)=[CH:13][CH:12]=1, predict the reaction product. The product is: [Br:1][C:25]1[CH:26]=[C:17]([C:14]2[CH:13]=[CH:12][C:11]([C:10]([F:9])([F:28])[F:29])=[CH:16][CH:15]=2)[CH:18]=[C:19]2[C:24]=1[NH:23][C:22](=[O:27])[CH2:21][CH2:20]2. (3) Given the reactants [C:1]([O:5][C:6](=[O:22])[NH:7][C:8]1[CH:13]=[CH:12][C:11]([C:14]2[CH:19]=[CH:18][CH:17]=[CH:16][C:15]=2[F:20])=[CH:10][C:9]=1[NH2:21])([CH3:4])([CH3:3])[CH3:2].C([O:25][C:26](=O)[CH2:27][C:28](=[O:40])[C:29]1[CH:34]=[CH:33][CH:32]=[C:31]([N:35]2[CH:39]=[N:38][N:37]=[N:36]2)[CH:30]=1)C, predict the reaction product. The product is: [C:1]([O:5][C:6](=[O:22])[NH:7][C:8]1[CH:13]=[CH:12][C:11]([C:14]2[CH:19]=[CH:18][CH:17]=[CH:16][C:15]=2[F:20])=[CH:10][C:9]=1[NH:21][C:26](=[O:25])[CH2:27][C:28](=[O:40])[C:29]1[CH:34]=[CH:33][CH:32]=[C:31]([N:35]2[CH:39]=[N:38][N:37]=[N:36]2)[CH:30]=1)([CH3:4])([CH3:2])[CH3:3]. (4) Given the reactants [Cl-].[Ca+2].[Cl-].[C:4]([C:6]1[CH:15]=[CH:14][C:9]([C:10](OC)=[O:11])=[C:8]([NH:16][C:17](=[O:22])[C:18]([CH3:21])([CH3:20])[CH3:19])[CH:7]=1)#[N:5].[BH4-].[Na+].[Cl-].[NH4+], predict the reaction product. The product is: [C:4]([C:6]1[CH:15]=[CH:14][C:9]([CH2:10][OH:11])=[C:8]([NH:16][C:17](=[O:22])[C:18]([CH3:19])([CH3:20])[CH3:21])[CH:7]=1)#[N:5].